This data is from Full USPTO retrosynthesis dataset with 1.9M reactions from patents (1976-2016). The task is: Predict the reactants needed to synthesize the given product. (1) Given the product [NH2:27][C:26]1[N:28]=[C:29]2[C:22]([N:21]=[CH:20][N:19]2[C@@H:6]2[O:7][C@H:8]([CH2:14][O:15][C:16](=[O:18])[CH3:17])[C@@H:9]([O:10][C:11](=[O:13])[CH3:12])[C@H:5]2[O:4][C:1](=[O:3])[CH3:2])=[C:23]([Cl:55])[N:25]=1, predict the reactants needed to synthesize it. The reactants are: [C:1]([O:4][C@@H:5]1[C@H:9]([O:10][C:11](=[O:13])[CH3:12])[C@@H:8]([CH2:14][O:15][C:16](=[O:18])[CH3:17])[O:7][C@H:6]1[N:19]1[C:29]2[N:28]=[C:26]([NH2:27])[NH:25][C:23](=O)[C:22]=2[N:21]=[CH:20]1)(=[O:3])[CH3:2].O=P12OP3(OP(OP(O3)(O1)=O)(=O)O2)=O.CN(C)C1C=CC=CC=1.P(Cl)(Cl)([Cl:55])=O. (2) Given the product [NH2:22][CH2:21][C:13]1[N:12]=[C:11]([N:10]([C:7]2[CH:8]=[CH:9][C:4]([O:3][CH2:1][CH3:2])=[CH:5][C:6]=2[F:34])[CH3:33])[C:20]2[C:15](=[CH:16][CH:17]=[CH:18][CH:19]=2)[N:14]=1, predict the reactants needed to synthesize it. The reactants are: [CH2:1]([O:3][C:4]1[CH:9]=[CH:8][C:7]([N:10]([CH3:33])[C:11]2[C:20]3[C:15](=[CH:16][CH:17]=[CH:18][CH:19]=3)[N:14]=[C:13]([CH2:21][N:22]3C(=O)C4C(=CC=CC=4)C3=O)[N:12]=2)=[C:6]([F:34])[CH:5]=1)[CH3:2].ClCC1N=C(N(C2C=CC(OCC)=CC=2F)C)C2C(=CC=CC=2)N=1.C1(=O)NC(=O)C2=CC=CC=C12.[K]. (3) Given the product [I:22][C:15]1[CH:20]=[C:19]([C:6]2[CH:7]=[CH:8][CH:9]=[C:10]3[C:5]=2[CH:4]=[CH:3][N:2]=[CH:1]3)[N:18]=[CH:17][N:16]=1, predict the reactants needed to synthesize it. The reactants are: [CH:1]1[C:10]2[CH:9]=[CH:8][CH:7]=[C:6](B(O)O)[C:5]=2[CH:4]=[CH:3][N:2]=1.Cl[C:15]1[CH:20]=[C:19](Cl)[N:18]=[CH:17][N:16]=1.[IH:22]. (4) Given the product [Br:13][C:14]1[S:18][C:17]2=[N:19][C:3]([C:5]3[CH:10]=[CH:9][C:8]([F:11])=[CH:7][CH:6]=3)=[CH:2][N:16]2[CH:15]=1, predict the reactants needed to synthesize it. The reactants are: Br[CH2:2][C:3]([C:5]1[CH:10]=[CH:9][C:8]([F:11])=[CH:7][CH:6]=1)=O.Br.[Br:13][C:14]1[S:18][C:17]([NH2:19])=[N:16][CH:15]=1.C(N(C(C)C)C(C)C)C. (5) Given the product [C:1]([O:5][C:6]([N:8]1[CH2:13][CH2:12][C:11]([NH:17][C:18]([O:20][C:21]([CH3:24])([CH3:23])[CH3:22])=[O:19])([C:14](=[O:15])[NH:25][C:26]2[CH:31]=[CH:30][CH:29]=[CH:28][C:27]=2[OH:32])[CH2:10][CH2:9]1)=[O:7])([CH3:4])([CH3:3])[CH3:2], predict the reactants needed to synthesize it. The reactants are: [C:1]([O:5][C:6]([N:8]1[CH2:13][CH2:12][C:11]([NH:17][C:18]([O:20][C:21]([CH3:24])([CH3:23])[CH3:22])=[O:19])([C:14](O)=[O:15])[CH2:10][CH2:9]1)=[O:7])([CH3:4])([CH3:3])[CH3:2].[NH2:25][C:26]1[CH:31]=[CH:30][CH:29]=[CH:28][C:27]=1[OH:32]. (6) Given the product [Cl:1][C:2]1[CH:7]=[CH:6][CH:5]=[C:4]([Cl:8])[C:3]=1[CH2:9][S:10]([C:13]1[CH:14]=[C:15]2[C:19](=[CH:20][CH:21]=1)[NH:18][C:17](=[O:22])/[C:16]/2=[CH:23]\[C:24]1[NH:28][C:27]([CH3:29])=[C:26]([C:30]([N:63]2[CH2:64][CH2:65][CH2:66][C@@H:61]([CH2:60][N:55]3[CH2:56][CH2:57][CH2:58][CH2:59]3)[CH2:62]2)=[O:32])[C:25]=1[CH3:33])(=[O:12])=[O:11], predict the reactants needed to synthesize it. The reactants are: [Cl:1][C:2]1[CH:7]=[CH:6][CH:5]=[C:4]([Cl:8])[C:3]=1[CH2:9][S:10]([C:13]1[CH:14]=[C:15]2[C:19](=[CH:20][CH:21]=1)[NH:18][C:17](=[O:22])/[C:16]/2=[CH:23]\[C:24]1[NH:28][C:27]([CH3:29])=[C:26]([C:30]([OH:32])=O)[C:25]=1[CH3:33])(=[O:12])=[O:11].C1C=CC2N(O)N=NC=2C=1.CCN=C=NCCCN(C)C.[N:55]1([CH2:60][C@@H:61]2[CH2:66][CH2:65][CH2:64][NH:63][CH2:62]2)[CH2:59][CH2:58][CH2:57][CH2:56]1. (7) Given the product [CH3:25][C:24]1[CH:23]=[C:22]([CH3:26])[NH:21][C:20](=[O:27])[C:19]=1[CH2:18][NH:17][C:15]([C:4]1[C:5]2[C:10]([CH3:11])=[N:9][N:8]([CH:12]([CH3:14])[CH3:13])[C:6]=2[N:7]=[C:2]([C:30]2[CH:29]=[N:28][CH:33]=[CH:32][CH:31]=2)[CH:3]=1)=[O:16], predict the reactants needed to synthesize it. The reactants are: Cl[C:2]1[CH:3]=[C:4]([C:15]([NH:17][CH2:18][C:19]2[C:20](=[O:27])[NH:21][C:22]([CH3:26])=[CH:23][C:24]=2[CH3:25])=[O:16])[C:5]2[C:10]([CH3:11])=[N:9][N:8]([CH:12]([CH3:14])[CH3:13])[C:6]=2[N:7]=1.[N:28]1[CH:33]=[CH:32][CH:31]=[C:30](B(O)O)[CH:29]=1.C(=O)([O-])[O-].[Na+].[Na+].O. (8) Given the product [C:16]1([CH:21]=[C:3]2[C:2](=[O:1])[C:11]3[C:6](=[CH:7][C:8]([C:12]([O:14][CH3:15])=[O:13])=[CH:9][CH:10]=3)[O:5][CH2:4]2)[CH2:20][CH2:19][CH2:18][CH:17]=1, predict the reactants needed to synthesize it. The reactants are: [O:1]=[C:2]1[C:11]2[C:6](=[CH:7][C:8]([C:12]([O:14][CH3:15])=[O:13])=[CH:9][CH:10]=2)[O:5][CH2:4][CH2:3]1.[C:16]1([CH:21]=O)[CH2:20][CH2:19][CH2:18][CH:17]=1.N1CCCC1. (9) Given the product [CH:26]1[C:28]2[C:29](=[CH:30][CH:31]=[CH:32][CH:33]=2)[CH:38]=[CH:39][C:34]=1[C@@H:4]([N:3]1[N:43]=[CH:44][CH:45]=[N:41]1)[C@H:6]1[CH2:11][CH2:10][CH2:9][NH:8][CH2:7]1, predict the reactants needed to synthesize it. The reactants are: CO[N:3](C)[C:4]([C@H:6]1[CH2:11][CH2:10][CH2:9][N:8](C(OC(C)(C)C)=O)[CH2:7]1)=O.B1(C)O[C:26]([C:34]2[CH:39]=[CH:38]C=CC=2)([C:28]2[CH:33]=[CH:32][CH:31]=[CH:30][CH:29]=2)[C@@H]2N1CCC2.[NH:41]1[CH:45]=[CH:44][N:43]=N1.N1C=NN=N1.